Dataset: Forward reaction prediction with 1.9M reactions from USPTO patents (1976-2016). Task: Predict the product of the given reaction. (1) The product is: [Br:1][C:2]1[CH:10]=[CH:9][C:5]([C:6]([NH:16][S:13]([CH3:12])(=[O:15])=[O:14])=[O:7])=[CH:4][C:3]=1[CH3:11]. Given the reactants [Br:1][C:2]1[CH:10]=[CH:9][C:5]([C:6](O)=[O:7])=[CH:4][C:3]=1[CH3:11].[CH3:12][S:13]([NH2:16])(=[O:15])=[O:14].CCN=C=NCCCN(C)C.Cl, predict the reaction product. (2) Given the reactants [C:1]([O:5][C:6](=[O:42])/[CH:7]=[CH:8]/[C:9]1[C:14](=[O:15])[N:13]2[CH:16]=[CH:17][C:18]([C:20]([NH:22][C:23]3[S:24][CH:25]=[C:26]([C:28]([CH3:31])([CH3:30])[CH3:29])[N:27]=3)=[O:21])=[CH:19][C:12]2=[N:11][C:10]=1[N:32]1[CH2:37][CH2:36][CH:35]([CH2:38][C:39]([OH:41])=O)[CH2:34][CH2:33]1)([CH3:4])([CH3:3])[CH3:2].[CH2:43]([CH2:45][NH2:46])[OH:44].C1C=CC2N(O)N=NC=2C=1.Cl, predict the reaction product. The product is: [C:1]([O:5][C:6](=[O:42])/[CH:7]=[CH:8]/[C:9]1[C:14](=[O:15])[N:13]2[CH:16]=[CH:17][C:18]([C:20]([NH:22][C:23]3[S:24][CH:25]=[C:26]([C:28]([CH3:31])([CH3:30])[CH3:29])[N:27]=3)=[O:21])=[CH:19][C:12]2=[N:11][C:10]=1[N:32]1[CH2:37][CH2:36][CH:35]([CH2:38][C:39]([NH:46][CH2:45][CH2:43][OH:44])=[O:41])[CH2:34][CH2:33]1)([CH3:3])([CH3:2])[CH3:4]. (3) Given the reactants O.NN.[CH3:4][O:5][C:6]1[C:7]([CH2:29][N:30]2C(=O)C3C(=CC=CC=3)C2=O)=[C:8]2[C:13](=[C:14]3[CH2:18][C:17]([CH3:20])([CH3:19])[O:16][C:15]=13)[C:12]([C:21]1[CH:26]=[CH:25][CH:24]=[CH:23][CH:22]=1)=[N:11][C:10]([CH3:28])([CH3:27])[CH2:9]2.C(OC(C)C)(C)C, predict the reaction product. The product is: [CH3:4][O:5][C:6]1[C:15]2[O:16][C:17]([CH3:20])([CH3:19])[CH2:18][C:14]=2[C:13]2[C:12]([C:21]3[CH:26]=[CH:25][CH:24]=[CH:23][CH:22]=3)=[N:11][C:10]([CH3:28])([CH3:27])[CH2:9][C:8]=2[C:7]=1[CH2:29][NH2:30].